This data is from Catalyst prediction with 721,799 reactions and 888 catalyst types from USPTO. The task is: Predict which catalyst facilitates the given reaction. (1) Reactant: [Li+].[Br-:2].Cl[CH2:4][C:5]1[N:6]([CH3:13])[CH:7]=[C:8]([N+:10]([O-:12])=[O:11])[N:9]=1. Product: [Br:2][CH2:4][C:5]1[N:6]([CH3:13])[CH:7]=[C:8]([N+:10]([O-:12])=[O:11])[N:9]=1. The catalyst class is: 21. (2) Reactant: C([O:3][C:4]([C:6]1([NH:19][C:20](=[O:32])[C:21]2[CH:26]=[CH:25][CH:24]=[C:23]([CH3:27])[C:22]=2[O:28][CH:29]([CH3:31])[CH3:30])[CH2:14][C:13]2[C:8](=[CH:9][CH:10]=[C:11]([C:15]([F:18])([F:17])[F:16])[CH:12]=2)[CH2:7]1)=[O:5])C.[OH-].[K+].O. Product: [CH:29]([O:28][C:22]1[C:23]([CH3:27])=[CH:24][CH:25]=[CH:26][C:21]=1[C:20]([NH:19][C:6]1([C:4]([OH:5])=[O:3])[CH2:14][C:13]2[C:8](=[CH:9][CH:10]=[C:11]([C:15]([F:18])([F:17])[F:16])[CH:12]=2)[CH2:7]1)=[O:32])([CH3:31])[CH3:30]. The catalyst class is: 14. (3) Reactant: CN(C)[CH2:3][CH2:4]N(C)C.Br[C:10]1C=C[C:13]([O:16][CH2:17][O:18][CH3:19])=[CH:12][C:11]=1[O:20][CH2:21][O:22][CH3:23].C([Li])CCC.[S:29]1[CH2:34][CH2:33][C:32](=[O:35])[CH2:31][CH2:30]1.Cl.[O:37]1CCCC1. Product: [CH3:19][O:18][CH2:17][O:16][C:13]1[CH:12]=[C:11]([O:20][CH2:21][O:22][CH3:23])[CH:10]=[CH:33][C:34]=1[S:29][C:30]1([OH:37])[CH2:31][CH2:32][O:35][CH2:4][CH2:3]1. The catalyst class is: 81. (4) Reactant: [NH2:1][CH2:2][C:3]1[CH:8]=[CH:7][C:6]([CH:9]([CH3:29])[C:10]([NH:12][CH2:13][C:14]2[C:15]([O:24][CH2:25][CH2:26][CH2:27][CH3:28])=[N:16][C:17]([C:20]([F:23])([F:22])[F:21])=[CH:18][CH:19]=2)=[O:11])=[CH:5][C:4]=1[O:30][CH3:31].[CH3:32][S:33](Cl)(=[O:35])=[O:34]. Product: [CH2:25]([O:24][C:15]1[C:14]([CH2:13][NH:12][C:10](=[O:11])[CH:9]([C:6]2[CH:7]=[CH:8][C:3]([CH2:2][NH:1][S:33]([CH3:32])(=[O:35])=[O:34])=[C:4]([O:30][CH3:31])[CH:5]=2)[CH3:29])=[CH:19][CH:18]=[C:17]([C:20]([F:22])([F:23])[F:21])[N:16]=1)[CH2:26][CH2:27][CH3:28]. The catalyst class is: 529. (5) Reactant: [CH3:1][C:2]([O:4][C@H:5]1[C:14]2[C@@:15]3([CH3:30])[C@@H:26]([CH2:27][O:28][CH3:29])[O:25][C:23](=[O:24])[C:17]4=[CH:18][O:19][C:20]([C:21](=[O:22])[C:13]=2[C@@H:8]2[CH2:9][CH2:10][C@H:11]([OH:12])[C@@:7]2([CH3:31])[CH2:6]1)=[C:16]34)=[O:3].[C:32]([NH2:36])([CH3:35])([CH3:34])[CH3:33]. Product: [C:2]([O:4][C@H:5]1[C:14]2[C@:15]3([CH3:30])[C:16](/[C:17](=[CH:18]/[NH:36][C:32]([CH3:35])([CH3:34])[CH3:33])/[C:23](=[O:24])[O:25][C@@H:26]3[CH2:27][O:28][CH3:29])=[C:20]([OH:19])[C:21](=[O:22])[C:13]=2[CH:8]2[C@@:7]([CH3:31])([C@@H:11]([OH:12])[CH2:10][CH2:9]2)[CH2:6]1)(=[O:3])[CH3:1]. The catalyst class is: 2. (6) Reactant: [C:1]([O:5][C:6]([N:8]([CH2:30][CH2:31][C:32]1[CH:37]=[CH:36][CH:35]=[CH:34][CH:33]=1)[CH2:9][CH2:10][CH2:11][S:12][C:13]1[N:17]([CH2:18][C:19]([O:21]C(C)(C)C)=[O:20])[C:16]2[CH:26]=[CH:27][CH:28]=[CH:29][C:15]=2[N:14]=1)=[O:7])([CH3:4])([CH3:3])[CH3:2].[OH-].[Na+].C1COCC1.Cl. Product: [C:1]([O:5][C:6]([N:8]([CH2:30][CH2:31][C:32]1[CH:37]=[CH:36][CH:35]=[CH:34][CH:33]=1)[CH2:9][CH2:10][CH2:11][S:12][C:13]1[N:17]([CH2:18][C:19]([OH:21])=[O:20])[C:16]2[CH:26]=[CH:27][CH:28]=[CH:29][C:15]=2[N:14]=1)=[O:7])([CH3:4])([CH3:2])[CH3:3]. The catalyst class is: 46. (7) Reactant: [N+:1]([C:4]1[CH:5]=[N:6][CH:7]=[C:8]([N+:11]([O-])=O)[C:9]=1[NH2:10])([O-])=O. Product: [N:6]1[CH:7]=[C:8]([NH2:11])[C:9]([NH2:10])=[C:4]([NH2:1])[CH:5]=1. The catalyst class is: 14.